This data is from Catalyst prediction with 721,799 reactions and 888 catalyst types from USPTO. The task is: Predict which catalyst facilitates the given reaction. (1) Reactant: [CH3:1][NH:2][CH2:3][CH2:4][NH:5][CH3:6].[C:7](O[C:7]([O:9][C:10]([CH3:13])([CH3:12])[CH3:11])=[O:8])([O:9][C:10]([CH3:13])([CH3:12])[CH3:11])=[O:8]. Product: [CH3:1][N:2]([CH2:3][CH2:4][NH:5][CH3:6])[C:7](=[O:8])[O:9][C:10]([CH3:13])([CH3:12])[CH3:11]. The catalyst class is: 1. (2) Reactant: [CH3:1][C:2]1(O)[CH:11]=[N:10][C:9]2[C:4](=[CH:5][CH:6]=[CH:7][CH:8]=2)[NH:3]1.[Se](=O)=[O:14]. Product: [N:3]1[C:4]2[C:9](=[CH:8][CH:7]=[CH:6][CH:5]=2)[N:10]=[CH:11][C:2]=1[CH:1]=[O:14]. The catalyst class is: 12. (3) Reactant: Br[C:2]1[N:10]([CH2:11][C:12]2[CH:17]=[CH:16][C:15]([Cl:18])=[CH:14][CH:13]=2)[C:9]2[C:8](=[O:19])[N:7]([CH2:20][CH2:21][CH2:22][O:23][CH:24]3[CH2:29][CH2:28][CH2:27][CH2:26][O:25]3)[C:6](=[O:30])[N:5]([CH3:31])[C:4]=2[N:3]=1.[CH3:32][C:33]1[N:38]=[CH:37][C:36]([OH:39])=[CH:35][CH:34]=1.C(=O)([O-])[O-].[K+].[K+]. Product: [Cl:18][C:15]1[CH:16]=[CH:17][C:12]([CH2:11][N:10]2[C:9]3[C:8](=[O:19])[N:7]([CH2:20][CH2:21][CH2:22][O:23][CH:24]4[CH2:29][CH2:28][CH2:27][CH2:26][O:25]4)[C:6](=[O:30])[N:5]([CH3:31])[C:4]=3[N:3]=[C:2]2[O:39][C:36]2[CH:37]=[N:38][C:33]([CH3:32])=[CH:34][CH:35]=2)=[CH:13][CH:14]=1. The catalyst class is: 3. (4) Reactant: [P:1]([O-:18])([O:10][CH2:11][C:12]1[CH:17]=[CH:16][CH:15]=[CH:14][CH:13]=1)[O:2][CH2:3][C:4]1[CH:9]=[CH:8][CH:7]=[CH:6][CH:5]=1.[H-].[Na+].Br[CH2:22][CH2:23][CH2:24][O:25][CH:26]1[CH2:31][CH2:30][CH2:29][CH2:28][O:27]1. Product: [O:27]1[CH2:28][CH2:29][CH2:30][CH2:31][CH:26]1[O:25][CH2:24][CH2:23][CH2:22][P:1](=[O:18])([O:10][CH2:11][C:12]1[CH:17]=[CH:16][CH:15]=[CH:14][CH:13]=1)[O:2][CH2:3][C:4]1[CH:9]=[CH:8][CH:7]=[CH:6][CH:5]=1. The catalyst class is: 18. (5) Reactant: [C:1]1([CH:7]2[O:11][N:10]=[C:9]([C:12]3[N:13]=[C:14]([CH:17]4[CH2:22][CH2:21][NH:20][CH2:19][CH2:18]4)[S:15][CH:16]=3)[CH2:8]2)[CH:6]=[CH:5][CH:4]=[CH:3][CH:2]=1.[CH3:23][C:24]1[CH:29]=[CH:28][C:27]([CH3:30])=[CH:26][C:25]=1[N:31]=[C:32]=[S:33]. Product: [C:1]1([CH:7]2[O:11][N:10]=[C:9]([C:12]3[N:13]=[C:14]([CH:17]4[CH2:22][CH2:21][N:20]([C:32](=[S:33])[NH:31][C:25]5[CH:26]=[C:27]([CH3:30])[CH:28]=[CH:29][C:24]=5[CH3:23])[CH2:19][CH2:18]4)[S:15][CH:16]=3)[CH2:8]2)[CH:2]=[CH:3][CH:4]=[CH:5][CH:6]=1. The catalyst class is: 4. (6) Reactant: [Cl:1][C:2]1[CH:3]=[C:4]([CH:24]=[CH:25][C:26]=1[Cl:27])[C:5]([NH:7][C:8]1[CH:9]=[N:10][C:11]([O:14][C:15]2[CH:20]=[CH:19][C:18]([CH2:21][C:22]#[N:23])=[CH:17][CH:16]=2)=[CH:12][CH:13]=1)=[O:6].[OH2:28].[NH2:29]O.C(=O)([O-])[O-].[K+].[K+]. Product: [Cl:1][C:2]1[CH:3]=[C:4]([CH:24]=[CH:25][C:26]=1[Cl:27])[C:5]([NH:7][C:8]1[CH:9]=[N:10][C:11]([O:14][C:15]2[CH:20]=[CH:19][C:18]([CH2:21][C:22](=[NH:29])[NH:23][OH:28])=[CH:17][CH:16]=2)=[CH:12][CH:13]=1)=[O:6]. The catalyst class is: 8.